Predict the reactants needed to synthesize the given product. From a dataset of Full USPTO retrosynthesis dataset with 1.9M reactions from patents (1976-2016). (1) The reactants are: [N+:1]([C:4]1[CH:13]=[C:12]2[C:7]([CH2:8][CH2:9][CH2:10][C:11]2=[O:14])=[CH:6][CH:5]=1)([O-])=O.[Cl-].[NH4+]. Given the product [NH2:1][C:4]1[CH:13]=[C:12]2[C:7]([CH2:8][CH2:9][CH2:10][C:11]2=[O:14])=[CH:6][CH:5]=1, predict the reactants needed to synthesize it. (2) Given the product [CH3:1][O:2][C:3]([C:5]1[CH:9]=[C:8]([O:10][CH2:25][C:26](=[O:31])[C:27]([CH3:30])([CH3:29])[CH3:28])[N:7]([C:11]2[CH:16]=[CH:15][CH:14]=[CH:13][C:12]=2[F:17])[N:6]=1)=[O:4], predict the reactants needed to synthesize it. The reactants are: [CH3:1][O:2][C:3]([C:5]1[CH:9]=[C:8]([OH:10])[N:7]([C:11]2[CH:16]=[CH:15][CH:14]=[CH:13][C:12]=2[F:17])[N:6]=1)=[O:4].C(=O)([O-])[O-].[Cs+].[Cs+].Br[CH2:25][C:26](=[O:31])[C:27]([CH3:30])([CH3:29])[CH3:28]. (3) Given the product [C:13]([C:4]1[CH:5]=[C:6]2[C:11](=[C:2]([F:1])[CH:3]=1)[NH:10][C:9](=[O:12])[CH2:8][CH2:7]2)(=[O:15])[CH3:14], predict the reactants needed to synthesize it. The reactants are: [F:1][C:2]1[CH:3]=[CH:4][CH:5]=[C:6]2[C:11]=1[NH:10][C:9](=[O:12])[CH2:8][CH2:7]2.[C:13](Cl)(=[O:15])[CH3:14].C(=S)=S.[Cl-].[Al+3].[Cl-].[Cl-]. (4) Given the product [CH:17]1([CH2:16][CH2:15][N:3]2[C:13]3[C:8](=[CH:9][CH:10]=[CH:11][CH:12]=3)[C:6](=[O:7])[C:4]2=[O:5])[CH2:19][CH2:18]1, predict the reactants needed to synthesize it. The reactants are: [H-].[Na+].[NH:3]1[C:13]2[C:8](=[CH:9][CH:10]=[CH:11][CH:12]=2)[C:6](=[O:7])[C:4]1=[O:5].Br[CH2:15][CH2:16][CH:17]1[CH2:19][CH2:18]1.